This data is from Full USPTO retrosynthesis dataset with 1.9M reactions from patents (1976-2016). The task is: Predict the reactants needed to synthesize the given product. (1) The reactants are: [C:1]([C:4]1[C:9]([NH:10][C:11]([C:13]2[S:14][CH:15]=[C:16]([CH:18]([CH3:20])[CH3:19])[N:17]=2)=O)=[C:8]([CH3:21])[C:7]([O:22][CH3:23])=[CH:6][CH:5]=1)(=[O:3])[CH3:2].CC(C)([O-])C.[K+]. Given the product [CH3:21][C:8]1[C:7]([O:22][CH3:23])=[CH:6][CH:5]=[C:4]2[C:9]=1[N:10]=[C:11]([C:13]1[S:14][CH:15]=[C:16]([CH:18]([CH3:20])[CH3:19])[N:17]=1)[CH:2]=[C:1]2[OH:3], predict the reactants needed to synthesize it. (2) Given the product [NH2:16][C:13]1[CH:14]=[CH:15][C:10]([C:9]([NH2:8])=[O:23])=[CH:11][CH:12]=1, predict the reactants needed to synthesize it. The reactants are: ClC1C=C([NH:8][C:9](=[O:23])[C:10]2[CH:15]=[CH:14][C:13]([N:16]=[N+]=[N-])=[C:12](C(F)(F)F)[CH:11]=2)C=CC=1.[H][H]. (3) The reactants are: [C:1]([C:9]1[CH:34]=[C:33]([Br:35])[CH:32]=[CH:31][C:10]=1[C:11]([N:13]([CH2:20][C:21]1[CH:26]=[CH:25][C:24]([S:27]([CH3:30])(=[O:29])=[O:28])=[CH:23][CH:22]=1)[CH2:14][C:15](=[O:19])[CH2:16][CH2:17][CH3:18])=[O:12])(=O)[C:2]1[CH:7]=[CH:6][CH:5]=[CH:4][CH:3]=1.N12CCCN=C1CCCCC2. Given the product [Br:35][C:33]1[CH:34]=[C:9]2[C:10](=[CH:31][CH:32]=1)[C:11](=[O:12])[N:13]([CH2:20][C:21]1[CH:26]=[CH:25][C:24]([S:27]([CH3:30])(=[O:29])=[O:28])=[CH:23][CH:22]=1)[C:14]([C:15](=[O:19])[CH2:16][CH2:17][CH3:18])=[C:1]2[C:2]1[CH:7]=[CH:6][CH:5]=[CH:4][CH:3]=1, predict the reactants needed to synthesize it. (4) Given the product [CH3:19][N:2]([CH3:1])[C:3]1[N:4]=[CH:5][C:6]([C:29]2[CH:30]=[CH:31][C:32]3[N:38]4[CH2:39][C@H:35]([CH2:36][CH2:37]4)[N:34]([C:40]([NH:42][C:43]4[CH:48]=[CH:47][CH:46]=[CH:45][N:44]=4)=[O:41])[C:33]=3[N:49]=2)=[C:7]([CH3:9])[CH:8]=1, predict the reactants needed to synthesize it. The reactants are: [CH3:1][N:2]([CH3:19])[C:3]1[CH:8]=[C:7]([CH3:9])[C:6](B2OC(C)(C)C(C)(C)O2)=[CH:5][N:4]=1.[O-]P([O-])([O-])=O.[K+].[K+].[K+].Cl[C:29]1[CH:30]=[CH:31][C:32]2[N:38]3[CH2:39][C@H:35]([CH2:36][CH2:37]3)[N:34]([C:40]([NH:42][C:43]3[CH:48]=[CH:47][CH:46]=[CH:45][N:44]=3)=[O:41])[C:33]=2[N:49]=1.CC(C1C=C(C(C)C)C(C2C=CC=CC=2P(C2CCCCC2)C2CCCCC2)=C(C(C)C)C=1)C. (5) Given the product [CH:1]1[C:13]2[C:12]3[CH2:11][CH2:10][N:9]([C:14]([NH:16][C:17]4[CH:18]=[C:19]([CH:25]=[CH:26][CH:27]=4)[C:20]([OH:22])=[O:21])=[O:15])[CH2:8][C:7]=3[CH:6]=[N:5][C:4]=2[NH:3][N:2]=1, predict the reactants needed to synthesize it. The reactants are: [CH:1]1[C:13]2[C:12]3[CH2:11][CH2:10][N:9]([C:14]([NH:16][C:17]4[CH:18]=[C:19]([CH:25]=[CH:26][CH:27]=4)[C:20]([O:22]CC)=[O:21])=[O:15])[CH2:8][C:7]=3[CH:6]=[N:5][C:4]=2[NH:3][N:2]=1.[OH-].[Na+].